This data is from Reaction yield outcomes from USPTO patents with 853,638 reactions. The task is: Predict the reaction yield, written as a fraction of the theoretical maximum amount of product (1.0 means a 100% yield; for example, 0.34 means a 34% yield). (1) The reactants are [F:1][C:2]1[CH:7]=[CH:6][C:5]([C:8]2[C:9]3[CH:21]=[CH:20][C:19](=[O:22])[N:18]([C:23]4[CH:28]=[CH:27][CH:26]=[CH:25][C:24]=4[CH3:29])[C:10]=3[N:11]=[C:12](S(C)(=O)=O)[N:13]=2)=[C:4]([CH3:30])[CH:3]=1.[NH2:31][CH:32]1[CH2:37][CH2:36][O:35][CH2:34][CH2:33]1. No catalyst specified. The product is [F:1][C:2]1[CH:7]=[CH:6][C:5]([C:8]2[C:9]3[CH:21]=[CH:20][C:19](=[O:22])[N:18]([C:23]4[CH:28]=[CH:27][CH:26]=[CH:25][C:24]=4[CH3:29])[C:10]=3[N:11]=[C:12]([NH:31][CH:32]3[CH2:37][CH2:36][O:35][CH2:34][CH2:33]3)[N:13]=2)=[C:4]([CH3:30])[CH:3]=1. The yield is 0.900. (2) The reactants are [Cl:1][C:2]1[CH:7]=[CH:6][CH:5]=[C:4]([Cl:8])[C:3]=1[N:9]1[C:14](=[O:15])[CH2:13][C:12](=[O:16])[N:11]([C:17]2[C:22]([Cl:23])=[CH:21][CH:20]=[CH:19][C:18]=2[Cl:24])[C:10]1=[O:25].C(N(C(C)C)CC)(C)C.[N:35]([CH2:38][C:39]([O:41]CC)=[O:40])=[C:36]=[O:37]. The yield is 0.550. The product is [Cl:23][C:22]1[CH:21]=[CH:20][CH:19]=[C:18]([Cl:24])[C:17]=1[N:11]1[C:12]([OH:16])=[C:13]([C:36]([NH:35][CH2:38][C:39]([OH:41])=[O:40])=[O:37])[C:14](=[O:15])[N:9]([C:3]2[C:2]([Cl:1])=[CH:7][CH:6]=[CH:5][C:4]=2[Cl:8])[C:10]1=[O:25]. The catalyst is ClCCl. (3) The reactants are N[C:2]1[CH:7]=[CH:6][C:5]([C:8]([OH:17])([C:13]([F:16])([F:15])[F:14])[C:9]([F:12])([F:11])[F:10])=[CH:4][CH:3]=1.N([O-])=O.[Na+].[BrH:22]. The catalyst is O.[Cu]Br. The product is [Br:22][C:2]1[CH:7]=[CH:6][C:5]([C:8]([OH:17])([C:13]([F:16])([F:15])[F:14])[C:9]([F:12])([F:11])[F:10])=[CH:4][CH:3]=1. The yield is 0.570. (4) The reactants are [Br:1][C:2]1[CH:3]=[C:4]2[CH:10]=[CH:9][NH:8][C:5]2=[N:6][CH:7]=1.[C:11]1([CH3:21])[CH:16]=[CH:15][C:14]([S:17](Cl)(=[O:19])=[O:18])=[CH:13][CH:12]=1.[H-].[Na+].[OH-].[NH4+]. The catalyst is O1CCCC1.O.C(OCC)(=O)C. The product is [Br:1][C:2]1[CH:3]=[C:4]2[CH:10]=[CH:9][N:8]([S:17]([C:14]3[CH:15]=[CH:16][C:11]([CH3:21])=[CH:12][CH:13]=3)(=[O:19])=[O:18])[C:5]2=[N:6][CH:7]=1. The yield is 0.930. (5) The reactants are [Br-].[C:2]([CH2:4][P+](C1C=CC=CC=1)(C1C=CC=CC=1)C1C=CC=CC=1)#[N:3].[OH-].[Na+].[F:26][C:27]([F:44])([F:43])[C:28]1[CH:29]=[C:30]([CH:40]=[CH:41][CH:42]=1)[O:31][C:32]1[CH:39]=[CH:38][C:35]([CH:36]=O)=[CH:34][CH:33]=1. The catalyst is O.C(Cl)Cl. The product is [F:26][C:27]([F:44])([F:43])[C:28]1[CH:29]=[C:30]([CH:40]=[CH:41][CH:42]=1)[O:31][C:32]1[CH:39]=[CH:38][C:35]([CH:36]=[CH:4][C:2]#[N:3])=[CH:34][CH:33]=1. The yield is 0.920. (6) The reactants are [N+:1]([C:4]1[CH:13]=[CH:12][C:11]([C:14]#[N:15])=[C:10]2[C:5]=1[CH:6]=[CH:7][CH:8]=[N:9]2)([O-])=O.CCO.[Cl-].[NH4+]. The catalyst is C1COCC1.[Fe]. The product is [NH2:1][C:4]1[CH:13]=[CH:12][C:11]([C:14]#[N:15])=[C:10]2[C:5]=1[CH:6]=[CH:7][CH:8]=[N:9]2. The yield is 1.00. (7) The reactants are [CH3:1][O:2][C:3]1[CH:4]=[CH:5][C:6]2[O:10][CH:9]=[CH:8][C:7]=2[CH:11]=1.[Li]CCCC.[B:17](OCCCC)([O:23]CCCC)[O:18]CCCC. The catalyst is C1COCC1. The product is [CH3:1][O:2][C:3]1[CH:4]=[CH:5][C:6]2[O:10][C:9]([B:17]([OH:23])[OH:18])=[CH:8][C:7]=2[CH:11]=1. The yield is 0.480. (8) The reactants are [CH3:1][C:2]([NH:6][CH:7]1[CH2:10][O:9][CH2:8]1)([CH3:5])[CH:3]=O.N1CCCC1.[Si](Cl)(C)(C)C.[NH2:21][C:22]1[N:27]=[CH:26][N:25]=[C:24]2[N:28]([CH2:45][C@@H:46]3[CH2:50][CH2:49][CH2:48][N:47]3[C:51](=[O:55])[CH2:52][C:53]#[N:54])[N:29]=[C:30]([C:31]3[CH:36]=[CH:35][C:34]([O:37][C:38]4[CH:43]=[CH:42][CH:41]=[CH:40][CH:39]=4)=[CH:33][C:32]=3[F:44])[C:23]=12. The catalyst is C(Cl)Cl.CCOC(C)=O. The product is [NH2:21][C:22]1[N:27]=[CH:26][N:25]=[C:24]2[N:28]([CH2:45][C@@H:46]3[CH2:50][CH2:49][CH2:48][N:47]3[C:51]([C:52](=[CH:3][C:2]([CH3:5])([NH:6][CH:7]3[CH2:10][O:9][CH2:8]3)[CH3:1])[C:53]#[N:54])=[O:55])[N:29]=[C:30]([C:31]3[CH:36]=[CH:35][C:34]([O:37][C:38]4[CH:39]=[CH:40][CH:41]=[CH:42][CH:43]=4)=[CH:33][C:32]=3[F:44])[C:23]=12. The yield is 0.402. (9) The reactants are [Cl:1][C:2]1[CH:11]=[CH:10][CH:9]=[C:8]2[C:3]=1[CH2:4][CH2:5][C:6]([NH2:15])([C:12]([OH:14])=[O:13])[CH2:7]2.C(N(CC)CC)C.[C:23](=O)([O:39]N1C(=O)CCC1=O)[O:24][CH2:25][CH:26]1[C:38]2[CH:37]=[CH:36][CH:35]=[CH:34][C:33]=2[C:32]2[C:27]1=[CH:28][CH:29]=[CH:30][CH:31]=2. The catalyst is C(#N)C.O. The product is [C:23]([CH:7]1[C:8]2[C:3](=[C:2]([Cl:1])[CH:11]=[CH:10][CH:9]=2)[CH2:4][CH2:5][C:6]1([NH2:15])[C:12]([OH:14])=[O:13])([O:24][CH2:25][CH:26]1[C:27]2[C:32](=[CH:31][CH:30]=[CH:29][CH:28]=2)[C:33]2[C:38]1=[CH:37][CH:36]=[CH:35][CH:34]=2)=[O:39]. The yield is 0.680. (10) The reactants are [F:1][C:2]1[CH:7]=[CH:6][C:5]([C:8]([CH3:12])([CH3:11])[CH2:9][NH2:10])=[CH:4][CH:3]=1.[Cl:13][C:14]1[N:15]=[N:16][C:17](Cl)=[CH:18][CH:19]=1.C([O-])([O-])=O.[K+].[K+]. The catalyst is C(O)(C)C. The product is [Cl:13][C:14]1[N:15]=[N:16][C:17]([NH:10][CH2:9][C:8]([C:5]2[CH:4]=[CH:3][C:2]([F:1])=[CH:7][CH:6]=2)([CH3:12])[CH3:11])=[CH:18][CH:19]=1. The yield is 1.03.